From a dataset of Full USPTO retrosynthesis dataset with 1.9M reactions from patents (1976-2016). Predict the reactants needed to synthesize the given product. The reactants are: [Cl:1]C1C=CC(C2(O)CCN([CH2:14][CH2:15][CH2:16][C:17]([C:19]3[CH:24]=[CH:23][C:22](F)=[CH:21][CH:20]=3)=[O:18])CC2)=CC=1.ClC1C=CC(C(=O)CCCN2CCC(C3C=CC(Cl)=CC=3)(O)CC2)=CC=1.BrC1C=CC(C2(O)CCN(CCCC([C:71]3[CH:76]=[CH:75][C:74]([F:77])=[CH:73][CH:72]=3)=O)CC2)=CC=1.[F:79][C:80]1[CH:85]=[CH:84][C:83]([C:86](=O)[CH2:87][CH2:88][CH2:89][N:90]2[CH2:95][CH2:94][C:93]([OH:106])([C:96]3[CH:101]=[CH:100][CH:99]=[C:98]([C:102]([F:105])([F:104])[F:103])[CH:97]=3)[CH2:92][CH2:91]2)=[CH:82][CH:81]=1.FC1C=CC(C(=O)CCCN2CCC(N3C4C=CC=CC=4NC3=O)CC2)=CC=1.FC1C=CC(C(=O)CCCN2CC=C(N3C4C=CC=CC=4NC3=O)CC2)=CC=1. Given the product [CH3:14][CH2:15][CH2:16][C:17](=[O:18])[CH2:19][CH2:20][CH2:21][CH2:22][CH2:23][CH3:24].[F:79][C:80]1[CH:85]=[CH:84][C:83]([CH:86]([C:71]2[CH:76]=[CH:75][C:74]([F:77])=[CH:73][CH:72]=2)[CH2:87][CH2:88][CH2:89][N:90]2[CH2:95][CH2:94][C:93]([C:96]3[CH:101]=[CH:100][C:99]([Cl:1])=[C:98]([C:102]([F:105])([F:104])[F:103])[CH:97]=3)([OH:106])[CH2:92][CH2:91]2)=[CH:82][CH:81]=1, predict the reactants needed to synthesize it.